Task: Predict the reactants needed to synthesize the given product.. Dataset: Full USPTO retrosynthesis dataset with 1.9M reactions from patents (1976-2016) Given the product [CH2:1]([O:3][C@H:4]1[CH2:9][CH2:8][C@H:7]([N:10]2[CH2:15][CH2:14][CH:13]([NH:16][C:17]3[C:18]([NH2:24])=[CH:19][CH:20]=[C:21]([F:23])[CH:22]=3)[CH2:12][CH2:11]2)[CH2:6][CH2:5]1)[CH3:2], predict the reactants needed to synthesize it. The reactants are: [CH2:1]([O:3][C@H:4]1[CH2:9][CH2:8][C@H:7]([N:10]2[CH2:15][CH2:14][CH:13]([NH:16][C:17]3[CH:22]=[C:21]([F:23])[CH:20]=[CH:19][C:18]=3[N+:24]([O-])=O)[CH2:12][CH2:11]2)[CH2:6][CH2:5]1)[CH3:2].O.NN.